Dataset: Full USPTO retrosynthesis dataset with 1.9M reactions from patents (1976-2016). Task: Predict the reactants needed to synthesize the given product. Given the product [Cl:1][C:2]1[C:3]([C:23]2[C:28]([CH3:29])=[CH:27][C:26]([CH3:30])=[CH:25][N:24]=2)=[CH:4][C:5]([N:8]2[CH2:21][CH2:20][C:11]3[N:12]=[C:13]([N:31]4[CH2:35][CH2:34][CH:33]([OH:36])[CH2:32]4)[N:14]=[CH:15][C:10]=3[CH:9]2[CH3:22])=[N:6][CH:7]=1, predict the reactants needed to synthesize it. The reactants are: [Cl:1][C:2]1[C:3]([C:23]2[C:28]([CH3:29])=[CH:27][C:26]([CH3:30])=[CH:25][N:24]=2)=[CH:4][C:5]([N:8]2[CH2:21][CH2:20][C:11]3[N:12]=[C:13](S(C)(=O)=O)[N:14]=[CH:15][C:10]=3[CH:9]2[CH3:22])=[N:6][CH:7]=1.[NH:31]1[CH2:35][CH2:34][CH:33]([OH:36])[CH2:32]1.C(OCC)(=O)C.O.